Dataset: Forward reaction prediction with 1.9M reactions from USPTO patents (1976-2016). Task: Predict the product of the given reaction. Given the reactants [CH3:1][O:2][C:3]1[CH:8]=[C:7]([CH3:9])[C:6]([S:10]([N:13]([CH2:15][C:16]2[O:20][CH:19]=[C:18]([C:21]([OH:23])=O)[CH:17]=2)[CH3:14])(=[O:12])=[O:11])=[C:5]([CH3:24])[CH:4]=1.CCN=C=NCCCN(C)C.C1C=NC2N(O)N=NC=2C=1.CCN(C(C)C)C(C)C.[NH:55]1[C@@H:59]2[CH2:60][CH2:61][CH2:62][CH2:63][C@H:58]2[N:57]=[C:56]1[C:64]1[CH:69]=[CH:68][C:67]([CH2:70][CH2:71][NH2:72])=[CH:66][CH:65]=1, predict the reaction product. The product is: [NH:57]1[C@@H:58]2[CH2:63][CH2:62][CH2:61][CH2:60][C@H:59]2[N:55]=[C:56]1[C:64]1[CH:65]=[CH:66][C:67]([CH2:70][CH2:71][NH:72][C:21]([C:18]2[CH:17]=[C:16]([CH2:15][N:13]([S:10]([C:6]3[C:7]([CH3:9])=[CH:8][C:3]([O:2][CH3:1])=[CH:4][C:5]=3[CH3:24])(=[O:11])=[O:12])[CH3:14])[O:20][CH:19]=2)=[O:23])=[CH:68][CH:69]=1.